This data is from Full USPTO retrosynthesis dataset with 1.9M reactions from patents (1976-2016). The task is: Predict the reactants needed to synthesize the given product. (1) Given the product [C:1]([NH:5][C:6]1[CH:11]=[CH:10][C:9]([NH2:12])=[CH:8][CH:7]=1)(=[O:4])[CH2:2][CH3:3], predict the reactants needed to synthesize it. The reactants are: [C:1]([NH:5][C:6]1[CH:11]=[CH:10][C:9]([N+:12]([O-])=O)=[CH:8][CH:7]=1)(=[O:4])[CH2:2][CH3:3].[H][H]. (2) The reactants are: [CH3:1][C:2]1[CH:3]=[C:4]([OH:11])[CH:5]=[C:6]2[C:10]=1[NH:9][CH:8]=[CH:7]2.[CH2:12](O)[CH:13]=[CH2:14].C(C=P(CCCC)(CCCC)CCCC)#N. Given the product [CH2:14]([O:11][C:4]1[CH:5]=[C:6]2[C:10](=[C:2]([CH3:1])[CH:3]=1)[NH:9][CH:8]=[CH:7]2)[CH:13]=[CH2:12], predict the reactants needed to synthesize it.